This data is from Catalyst prediction with 721,799 reactions and 888 catalyst types from USPTO. The task is: Predict which catalyst facilitates the given reaction. (1) Reactant: [CH2:1]([N:8]1[CH2:13][CH2:12][N:11]([C:14]([C:16]2[CH:20]=[C:19]([CH3:21])[N:18]([C:22]3[CH:27]=[CH:26][CH:25]=[CH:24][CH:23]=3)[C:17]=2[C:28]2[CH:33]=[CH:32][CH:31]=[CH:30][CH:29]=2)=[O:15])[CH:10]([CH2:34][CH2:35][N:36]([CH:44]([CH3:46])[CH3:45])[C:37](=[O:43])[CH2:38][CH2:39][C:40]([OH:42])=O)[CH2:9]1)[C:2]1[CH:7]=[CH:6][CH:5]=[CH:4][CH:3]=1.CC[N:49]=C=NCCCN(C)C.Cl.C(=O)(O)[O-].[Na+]. Product: [CH2:1]([N:8]1[CH2:13][CH2:12][N:11]([C:14]([C:16]2[CH:20]=[C:19]([CH3:21])[N:18]([C:22]3[CH:27]=[CH:26][CH:25]=[CH:24][CH:23]=3)[C:17]=2[C:28]2[CH:33]=[CH:32][CH:31]=[CH:30][CH:29]=2)=[O:15])[CH:10]([CH2:34][CH2:35][N:36]([CH:44]([CH3:46])[CH3:45])[C:37](=[O:43])[CH2:38][CH2:39][C:40]([NH2:49])=[O:42])[CH2:9]1)[C:2]1[CH:3]=[CH:4][CH:5]=[CH:6][CH:7]=1. The catalyst class is: 3. (2) Reactant: [Cl:1][C:2]1[CH:3]=[C:4]2[C:10]([C:11]3[N:16]=[C:15]([NH:17][CH2:18][CH:19]4[CH2:24][C:23]([F:26])([F:25])[CH2:22][CH2:21][N:20]4C(OC(C)(C)C)=O)[C:14]([F:34])=[CH:13][N:12]=3)=[CH:9][NH:8][C:5]2=[N:6][CH:7]=1.Cl.CC(O)C. Product: [Cl:1][C:2]1[CH:3]=[C:4]2[C:10]([C:11]3[N:16]=[C:15]([NH:17][CH2:18][CH:19]4[CH2:24][C:23]([F:26])([F:25])[CH2:22][CH2:21][NH:20]4)[C:14]([F:34])=[CH:13][N:12]=3)=[CH:9][NH:8][C:5]2=[N:6][CH:7]=1. The catalyst class is: 41. (3) Reactant: [C:1]([O:5][C:6]([N:8]1[CH2:13][CH2:12][N:11]([C:14]2[C:19]([F:20])=[CH:18][C:17]([N+:21]([O-])=O)=[CH:16][C:15]=2[F:24])[CH2:10][CH2:9]1)=[O:7])([CH3:4])([CH3:3])[CH3:2]. Product: [C:1]([O:5][C:6]([N:8]1[CH2:9][CH2:10][N:11]([C:14]2[C:15]([F:24])=[CH:16][C:17]([NH2:21])=[CH:18][C:19]=2[F:20])[CH2:12][CH2:13]1)=[O:7])([CH3:4])([CH3:2])[CH3:3]. The catalyst class is: 696. (4) Reactant: [NH:1]1[CH:5]=[CH:4][N:3]=[CH:2]1.[H-].[Na+].Cl[CH2:9][O:10][CH2:11][CH2:12][Si:13]([CH3:16])([CH3:15])[CH3:14].O. Product: [CH3:14][Si:13]([CH3:16])([CH3:15])[CH2:12][CH2:11][O:10][CH2:9][N:1]1[CH:5]=[CH:4][N:3]=[CH:2]1. The catalyst class is: 1. (5) Reactant: [CH3:1][O:2][C:3]1[CH:4]=[C:5]([CH:17]=[CH:18][CH:19]=1)[CH2:6][N:7]1[CH2:16][CH2:15][C:10]2(OCC[O:11]2)[CH2:9][CH2:8]1.Cl. The catalyst class is: 74. Product: [CH3:1][O:2][C:3]1[CH:4]=[C:5]([CH:17]=[CH:18][CH:19]=1)[CH2:6][N:7]1[CH2:8][CH2:9][C:10](=[O:11])[CH2:15][CH2:16]1. (6) Reactant: C(N(CC)CC)C.[Br:8][C:9]1[C:17]([F:18])=[CH:16][CH:15]=[C:14]([N+:19]([O-:21])=[O:20])[C:10]=1[C:11]([NH2:13])=O.O. Product: [Br:8][C:9]1[C:17]([F:18])=[CH:16][CH:15]=[C:14]([N+:19]([O-:21])=[O:20])[C:10]=1[C:11]#[N:13]. The catalyst class is: 265. (7) The catalyst class is: 5. Reactant: [OH-].[Na+].C[O:4][C:5](=[O:32])[CH2:6][CH2:7][C@H:8]([C@@H:10]1[C@:27]2([CH3:28])[C@H:13]([C@H:14]3[C@H:24]([CH2:25][C@@H:26]2[OH:29])[C@:22]2([CH3:23])[C@@H:17]([CH2:18][C@@H:19]([NH2:30])[CH2:20][CH2:21]2)[CH2:16][C@H:15]3[OH:31])[CH2:12][CH2:11]1)[CH3:9]. Product: [NH2:30][C@H:19]1[CH2:20][CH2:21][C@@:22]2([CH3:23])[C@H:17]([CH2:16][C@@H:15]([OH:31])[C@@H:14]3[C@@H:24]2[CH2:25][C@H:26]([OH:29])[C@@:27]2([CH3:28])[C@H:13]3[CH2:12][CH2:11][C@@H:10]2[C@H:8]([CH3:9])[CH2:7][CH2:6][C:5]([OH:32])=[O:4])[CH2:18]1. (8) Reactant: [CH3:1][C:2]1[N:3]=[C:4]([NH:13][C:14]([N:16]2[CH:20]=[CH:19]N=C2)=[O:15])[S:5][C:6]=1[C:7]1[CH:12]=[CH:11][N:10]=[CH:9][CH:8]=1.NCC[C:24]([N:26]([CH3:28])[CH3:27])=[O:25]. Product: [CH3:27][N:26]([CH3:28])[C:24](=[O:25])[CH2:19][CH2:20][NH:16][C:14]([NH:13][C:4]1[S:5][C:6]([C:7]2[CH:8]=[CH:9][N:10]=[CH:11][CH:12]=2)=[C:2]([CH3:1])[N:3]=1)=[O:15]. The catalyst class is: 12. (9) Product: [CH3:1][C:2]1[CH:19]=[CH:18][C:5]2[N:6]([C:12]3[CH:13]=[CH:14][CH:15]=[CH:16][CH:17]=3)[C:7]([C@@H:9]([NH:11][C:21]3[N:29]=[CH:28][N:27]=[C:26]4[C:22]=3[N:23]=[CH:24][NH:25]4)[CH3:10])=[N:8][C:4]=2[CH:3]=1. Reactant: [CH3:1][C:2]1[CH:19]=[CH:18][C:5]2[N:6]([C:12]3[CH:17]=[CH:16][CH:15]=[CH:14][CH:13]=3)[C:7]([C@@H:9]([NH2:11])[CH3:10])=[N:8][C:4]=2[CH:3]=1.Cl[C:21]1[N:29]=[CH:28][N:27]=[C:26]2[C:22]=1[N:23]=[CH:24][NH:25]2.CCN(C(C)C)C(C)C. The catalyst class is: 51. (10) Reactant: [CH3:1][O:2][C:3]1[CH:4]=[CH:5][CH:6]=[C:7]2[C:12]=1[CH2:11][C@H:10]([NH:13][CH2:14][CH2:15][CH3:16])[CH2:9][CH2:8]2.[S:17]1[CH:21]=[CH:20][CH:19]=[C:18]1[CH2:22][C:23](Cl)=[O:24]. Product: [CH3:1][O:2][C:3]1[CH:4]=[CH:5][CH:6]=[C:7]2[C:12]=1[CH2:11][C@H:10]([N:13]([CH2:14][CH2:15][CH3:16])[C:23](=[O:24])[CH2:22][C:18]1[S:17][CH:21]=[CH:20][CH:19]=1)[CH2:9][CH2:8]2. The catalyst class is: 195.